This data is from Forward reaction prediction with 1.9M reactions from USPTO patents (1976-2016). The task is: Predict the product of the given reaction. Given the reactants [CH:1]1([C:4]2[CH:9]=[CH:8][C:7]([CH:10]3[N:14]([CH2:15][CH2:16][C:17]4[CH:22]=[CH:21][C:20]([O:23][CH3:24])=[CH:19][CH:18]=4)[C:13](=[O:25])[C:12]4([CH2:30][CH2:29][NH:28][CH2:27][CH2:26]4)[N:11]3[CH3:31])=[CH:6][CH:5]=2)[CH2:3][CH2:2]1.C(N(C(C)C)CC)(C)C.Cl[C:42](OC(Cl)(Cl)Cl)=[O:43].[C:49]([O:53][C:54](=[O:57])[NH:55][NH2:56])([CH3:52])([CH3:51])[CH3:50], predict the reaction product. The product is: [CH:1]1([C:4]2[CH:9]=[CH:8][C:7]([CH:10]3[N:14]([CH2:15][CH2:16][C:17]4[CH:22]=[CH:21][C:20]([O:23][CH3:24])=[CH:19][CH:18]=4)[C:13](=[O:25])[C:12]4([CH2:26][CH2:27][N:28]([C:42]([NH:56][NH:55][C:54]([O:53][C:49]([CH3:52])([CH3:51])[CH3:50])=[O:57])=[O:43])[CH2:29][CH2:30]4)[N:11]3[CH3:31])=[CH:6][CH:5]=2)[CH2:3][CH2:2]1.